From a dataset of Full USPTO retrosynthesis dataset with 1.9M reactions from patents (1976-2016). Predict the reactants needed to synthesize the given product. (1) Given the product [CH3:26][O:25][C:14]1[CH:13]=[C:12]([N:11]2[CH2:2][CH2:3][C:4]3[N:5]=[C:6]([C:27]4[CH:32]=[CH:31][C:30]([O:33][CH3:34])=[CH:29][CH:28]=4)[S:7][C:8]=3[C:9]2=[O:10])[CH:17]=[CH:16][C:15]=1[O:18][C:19](=[O:24])[C:20]([CH3:22])([CH3:21])[CH3:23], predict the reactants needed to synthesize it. The reactants are: O[CH2:2][CH2:3][C:4]1[N:5]=[C:6]([C:27]2[CH:32]=[CH:31][C:30]([O:33][CH3:34])=[CH:29][CH:28]=2)[S:7][C:8]=1[C:9]([NH:11][C:12]1[CH:17]=[CH:16][C:15]([O:18][C:19](=[O:24])[C:20]([CH3:23])([CH3:22])[CH3:21])=[C:14]([O:25][CH3:26])[CH:13]=1)=[O:10].CCN(CC)CC.CS(Cl)(=O)=O.[H-].[Na+].Cl. (2) The reactants are: [Si]([O:18][CH2:19][C@H:20]1[O:24][C@@H:23]([N:25]2[C:34]3[N:33]=[CH:32][N:31]=[C:29]([NH2:30])[C:28]=3[N:27]=[CH:26]2)[C@H:22]([O:35][CH2:36][CH2:37][O:38][CH3:39])[C@@H:21]1[OH:40])(C(C)(C)C)(C1C=CC=CC=1)C1C=CC=CC=1.CCCC[N+](CCCC)(CCCC)CCCC.[F-].[C:59](Cl)(=[O:66])[C:60]1[CH:65]=[CH:64][CH:63]=[CH:62][CH:61]=1. Given the product [C:59]([NH:30][C:29]1[C:28]2[N:27]=[CH:26][N:25]([C:34]=2[N:33]=[CH:32][N:31]=1)[C@@H:23]1[O:24][C@H:20]([CH2:19][OH:18])[C@@H:21]([OH:40])[C@H:22]1[O:35][CH2:36][CH2:37][O:38][CH3:39])(=[O:66])[C:60]1[CH:65]=[CH:64][CH:63]=[CH:62][CH:61]=1, predict the reactants needed to synthesize it. (3) Given the product [CH2:1]([S:3][C:4]1[C:13]([C:14]([OH:16])=[O:15])=[C:12]([CH3:19])[C:11]2[C:6](=[CH:7][N:8]=[CH:9][CH:10]=2)[N:5]=1)[CH3:2], predict the reactants needed to synthesize it. The reactants are: [CH2:1]([S:3][C:4]1[C:13]([C:14]([O:16]CC)=[O:15])=[C:12]([CH3:19])[C:11]2[C:6](=[CH:7][N:8]=[CH:9][CH:10]=2)[N:5]=1)[CH3:2].O[Li].O.